This data is from Full USPTO retrosynthesis dataset with 1.9M reactions from patents (1976-2016). The task is: Predict the reactants needed to synthesize the given product. Given the product [Cl:13][C:14]1[CH:20]=[CH:19][C:17]([NH:18][C:8](=[O:10])[CH:2]([CH3:1])[C:3]([O:5][CH2:6][CH3:7])=[O:4])=[CH:16][C:15]=1[O:21][CH3:22], predict the reactants needed to synthesize it. The reactants are: [CH3:1][CH:2]([C:8]([O:10]CC)=O)[C:3]([O:5][CH2:6][CH3:7])=[O:4].[Cl:13][C:14]1[CH:20]=[CH:19][C:17]([NH2:18])=[CH:16][C:15]=1[O:21][CH3:22].